Dataset: P-glycoprotein inhibition data for predicting drug efflux from Broccatelli et al.. Task: Regression/Classification. Given a drug SMILES string, predict its absorption, distribution, metabolism, or excretion properties. Task type varies by dataset: regression for continuous measurements (e.g., permeability, clearance, half-life) or binary classification for categorical outcomes (e.g., BBB penetration, CYP inhibition). Dataset: pgp_broccatelli. (1) The molecule is O=C(CCc1ccccc1)c1ccccc1OC[C@@H](O)CNC(c1ccccc1)c1ccccc1. The result is 1 (inhibitor). (2) The molecule is O=C(O)c1cn(C2CC2)c2cc(N3CCNCC3)c(F)cc2c1=O. The result is 0 (non-inhibitor). (3) The compound is CCCCCCOc1cc2oc(-c3ccccc3)cc(=O)c2c(OC)c1OCCCCCC. The result is 1 (inhibitor). (4) The drug is NS(=O)(=O)c1cc2c(cc1C(F)(F)F)N[C@@H](Cc1ccccc1)NS2(=O)=O. The result is 0 (non-inhibitor).